Dataset: Forward reaction prediction with 1.9M reactions from USPTO patents (1976-2016). Task: Predict the product of the given reaction. (1) Given the reactants BrC1SC([N+]([O-])=O)=C(C(N)=O)C=1.[F:13][C:14]1([C:18]2[CH:23]=[CH:22][C:21]([C:24]3[S:28][C:27]([N+:29]([O-])=O)=[C:26]([C:32]([NH2:34])=[O:33])[CH:25]=3)=[CH:20][CH:19]=2)[CH2:17][O:16][CH2:15]1, predict the reaction product. The product is: [NH2:29][C:27]1[S:28][C:24]([C:21]2[CH:22]=[CH:23][C:18]([C:14]3([F:13])[CH2:15][O:16][CH2:17]3)=[CH:19][CH:20]=2)=[CH:25][C:26]=1[C:32]([NH2:34])=[O:33]. (2) Given the reactants [NH2:1][C:2]1[C:3]([C:13]2[CH:22]=[CH:21][C:16]([C:17]([O:19][CH3:20])=[O:18])=[C:15]([F:23])[CH:14]=2)=[N:4][C:5]([C:8]2[CH:9]=[N:10][NH:11][CH:12]=2)=[CH:6][N:7]=1.C(=O)([O-])[O-].[K+].[K+].Br[CH2:31][CH3:32], predict the reaction product. The product is: [NH2:1][C:2]1[C:3]([C:13]2[CH:22]=[CH:21][C:16]([C:17]([O:19][CH3:20])=[O:18])=[C:15]([F:23])[CH:14]=2)=[N:4][C:5]([C:8]2[CH:9]=[N:10][N:11]([CH2:31][CH3:32])[CH:12]=2)=[CH:6][N:7]=1.